This data is from Drug-target binding data from BindingDB using Ki measurements. The task is: Regression. Given a target protein amino acid sequence and a drug SMILES string, predict the binding affinity score between them. We predict pKi (pKi = -log10(Ki in M); higher means stronger inhibition). Dataset: bindingdb_ki. (1) The drug is O=C(NO)[C@H](O)[C@H](O)COP(=O)(O)O. The target protein (P9WKD7) has sequence MSGMRVYLGADHAGYELKQRIIEHLKQTGHEPIDCGALRYDADDDYPAFCIAAATRTVADPGSLGIVLGGSGNGEQIAANKVPGARCALAWSVQTAALAREHNNAQLIGIGGRMHTVAEALAIVDAFVTTPWSKAQRHQRRIDILAEYERTHEAPPVPGAPA. The pKi is 4.2. (2) The compound is NC(Cc1c(-c2nnn(Cc3ccccc3)n2)o[nH]c1=O)C(=O)O. The target protein (P19491) has sequence MQKIMHISVLLSPVLWGLIFGVSSNSIQIGGLFPRGADQEYSAFRVGMVQFSTSEFRLTPHIDNLEVANSFAVTNAFCSQFSRGVYAIFGFYDKKSVNTITSFCGTLHVSFITPSFPTDGTHPFVIQMRPDLKGALLSLIEYYQWDKFAYLYDSDRGLSTLQAVLDSAAEKKWQVTAINVGNINNDKKDETYRSLFQDLELKKERRVILDCERDKVNDIVDQVITIGKHVKGYHYIIANLGFTDGDLLKIQFGGANVSGFQIVDYDDSLVSKFIERWSTLEEKEYPGAHTATIKYTSALTYDAVQVMTEAFRNLRKQRIEISRRGNAGDCLANPAVPWGQGVEIERALKQVQVEGLSGNIKFDQNGKRINYTINIMELKTNGPRKIGYWSEVDKMVVTLTELPSGNDTSGLENKTVVVTTILESPYVMMKKNHEMLEGNERYEGYCVDLAAEIAKHCGFKYKLTIVGDGKYGARDADTKIWNGMVGELVYGKADIAIAPL.... The pKi is 9.1. (3) The small molecule is C[C@@]1(c2ccc(CCC(=O)O)cc2)C(=O)Nc2nc(-c3nn(Cc4ccc(F)cc4)c4ccccc34)nc(N)c21. The target protein (Q02108) has sequence MFCTKLKDLKITGECPFSLLAPGQVPNESSEEAAGSSESCKATVPICQDIPEKNIQESLPQRKTSRSRVYLHTLAESICKLIFPEFERLNVALQRTLAKHKIKESRKSLEREDFEKTIAEQAVAAGVPVEVIKESLGEEVFKICYEEDENILGVVGGTLKDFLNSFSTLLKQSSHCQEAGKRGRLEDASILCLDKEDDFLHVYYFFPKRTTSLILPGIIKAAAHVLYETEVEVSLMPPCFHNDCSEFVNQPYLLYSVHMKSTKPSLSPSKPQSSLVIPTSLFCKTFPFHFMFDKDMTILQFGNGIRRLMNRRDFQGKPNFEEYFEILTPKINQTFSGIMTMLNMQFVVRVRRWDNSVKKSSRVMDLKGQMIYIVESSAILFLGSPCVDRLEDFTGRGLYLSDIPIHNALRDVVLIGEQARAQDGLKKRLGKLKATLEQAHQALEEEKKKTVDLLCSIFPCEVAQQLWQGQVVQAKKFSNVTMLFSDIVGFTAICSQCSPL.... The pKi is 9.6. (4) The drug is COc1ccc(OCc2ccc(C(=N)N)cc2)cc1. The target protein (P08001) has sequence MLPTAVLLVLAVSVAARDNATCDGPCGLRFRQKLESGMRVVGGMSAEPGAWPWMVSLQIFMYHNNRRYHTCGGILLNSHWVLTAAHCFKNKKKVTDWRLIFGANEVVWGSNKPVKPPLQERFVEEIIIHEKYVSGLEINDIALIKITPPVPCGPFIGPGCLPQFKAGPPRAPQTCWVTGWGYLKEKGPRTSPTLQEARVALIDLELCNSTRWYNGRIRSTNVCAGYPRGKIDTCQGDSGGPLMCRDRAENTFVVVGITSWGVGCARAKRPGVYTSTWPYLNWIASKIGSNALQMVQLGTPPRPSTPAPPVRPPSVQTPVRPPWYFQRPPGPSQQPGSRPRPPAPPPAPPPPPPPPPPPPPPPPPPPQQVSAKPPQALSFAKRLQQLIEALKGTAFSSGRSYYETETTDLQELPAS. The pKi is 5.8. (5) The drug is CC1(C)O[C@@H]2CO[C@@]3(COS(N)(=O)=O)OC(C)(C)O[C@H]3[C@@H]2O1. The target protein sequence is MPFHAEPLKPSDEIDMDLGHSVAAQKFKEIREVLEGNRYWARKVTSEEPEFMAEQVKGQAPNFLWIGCADSRVPEVTIMARKPGDVFVQRNVANQFKPEDDSSQALLNYAIMNVGVTHVMVVGHTGCGGCIAAFDQPLPTEENPGGTPLVRYLEPIIRLKHSLPEGSDVNDLIKENVKMAVKNVVNSPTIQGAWEQARKGEFREVFVHGWLYDLSTGNIVDLNVTQGPHPFVDDRVPRA. The pKi is 6.4. (6) The drug is C[N+](C)(C)CCOC(N)=O. The target protein sequence is MTLHSQSTTSPLFPQISSSWVHSPSEAGLPLGTVTQLGSYQISQETGQFSSQDTSSDPLGGHTIWQVVFIAFLTGFLALVTIIGNILVIVAFKVNKQLKTVNNYFLLSLASADLIIGVISMNLFTTYIIMNRWALGNLACDLWLSIDYVASNASVMNLLVISFDRYFSITRPLTYRCKRTTKRAGVMIGLAWVISFVLWAPAILFWQYFVGKRTVPPGECFIQFLSEPTITFGTAIAAFYMPVTIMTILYWRIYKETEKRTKELAGLQASGTEIEGRIEGRIEGRTRSQITKRKRMSLIKEKKAAQTLSAILLAFIITWTPYNIMVLVNTFADSAIPKTYWNLGYWLCYINSTVNPVAYALSNKTFRTTFKTLLLSQSDKRKRRKQQYQQRQSVIFHKRVPEQAL. The pKi is 4.4.